Dataset: Experimentally validated miRNA-target interactions with 360,000+ pairs, plus equal number of negative samples. Task: Binary Classification. Given a miRNA mature sequence and a target amino acid sequence, predict their likelihood of interaction. (1) The miRNA is hsa-miR-8063 with sequence UCAAAAUCAGGAGUCGGGGCUU. The protein sequence of the target gene is MEFDCEGVRRLLGKYKFRDLTVEELKNVSVSFPHFRYSVDTYVFKDTSQKDLLNFTGTIPVMYQGKTYNIPIRFWILDSHPFAPPICFLKPTANMEISVGKHVDAKGRIYLPYLQNWSHPKSAIVGLIKEMIAKFQEELPLYSIPSSNEAQQVDLLAYITKITEGVSDINSRGWTNHENKILNKITVVGSGDLGIACTLAISAKGIADKLLLLDLSDGMSQGTMDLDIFNLPNVEISKDLSASAHSKVVIFTANSLGGSESYLHAVQSNVDMFRALVPALGHYSQHAVLLVASQPVEIMS.... Result: 0 (no interaction). (2) The miRNA is hsa-let-7b-3p with sequence CUAUACAACCUACUGCCUUCCC. Result: 0 (no interaction). The protein sequence of the target gene is MGDTFIRHIALLGFEKRFVPSQHYVYMFLVKWQDLSEKVVYRRFTEIYEFHKTLKEMFPIEAGAINPENRIIPHLPAPKWFDGQRAAENRQGTLTEYCSTLMSLPTKISRCPHLLDFFKVRPDDLKLPTDNQTKKPETYLMPKDGKSTATDITGPIILQTYRAIANYEKTSGSEMALSTGDVVEVVEKSESGWWFCQMKAKRGWIPASFLEPLDSPDETEDPEPNYAGEPYVAIKAYTAVEGDEVSLLEGEAVEVIHKLLDGWWVIRKDDVTGYFPSMYLQKSGQDVSQAQRQIKRGAPP.... (3) The miRNA is mmu-miR-34a-5p with sequence UGGCAGUGUCUUAGCUGGUUGU. The protein sequence of the target gene is MDALCGSGELGSKFWDSNLSVHTENPDLTPCFQNSLLAWVPCIYLWVALPCYLLYLRHHCRGYIILSHLSKLKMVLGVLLWCVSWADLFYSFHGLVHGRAPAPVFFVTPLVVGVTMLLATLLIQYERLQGVQSSGVLIIFWFLCVVCAIVPFRSKILLAKAEGEISDPFRFTTFYIHFALVLSALILACFREKPPFFSAKNVDPNPYPETSAGFLSRLFFWWFTKMAIYGYRHPLEEKDLWSLKEEDRSQMVVQQLLEAWRKQEKQTARHKASAAPGKNASGEDEVLLGARPRPRKPSFL.... Result: 0 (no interaction). (4) The protein sequence of the target gene is MKAVRNLLIYIFSTYLLVMFGFNAAQDFWCSTLVKGVIYGSYSVSEMFPKNFTNCTWTLENPDPTKYSIYLKFSKKDLSCSNFSLLAYQFDHFSHEKIKDLLRKNHSIMQLCSSKNAFVFLQYDKNFIQIRRVFPTDFPGLQKKVEEDQKSFFEFLVLNKVSPSQFGCHVLCTWLESCLKSENGRTESCGIMYTKCTCPQHLGEWGIDDQSLVLLNNVVLPLNEQTEGCLTQELQTTQVCNLTREAKRPPKEEFGMMGDHTIKSQRPRSVHEKRVPQEQADAAKFMAQTGESGVEEWSQW.... Result: 0 (no interaction). The miRNA is hsa-miR-548ae-3p with sequence CAAAAACUGCAAUUACUUUCA. (5) The miRNA is hsa-miR-6894-3p with sequence UUGCCUGCCCUCUUCCUCCAG. The protein sequence of the target gene is MYNGIGLPTPRGSGTNGYVQRNLSLVRGRRGERPDYKGEEELRHLEAALVKRPNPDILDHERKRRVELRCLELEEMMEEQGYEEQQIQEKVATFRLMLLEKDVNPGAKEETPGQRPVVTETHQLAELNEKKNERLRAAFGISDSYVDGSSFDPQRRAREAKQIAPEPPKPYSLVRETSSSRSPTPKQKKKKKKKDRGRRSESSSPRRERKKSSKKKKHRSESESKKRKHRSPTPKSKRKSKDKKRKRSRSTTPAPKSRRAHRSTSADSASSSDTSRSRSRSAAAKIHTTALTGQSPPLAS.... Result: 0 (no interaction). (6) The miRNA is mmu-miR-340-5p with sequence UUAUAAAGCAAUGAGACUGAUU. The protein sequence of the target gene is MVVQTRFPSWIILCYIWLLGFAHTGEAQAAKEVLLLDSKAQQTELEWISSPPSGWEEISGLDENYTPIRTYQVCQVMEPNQNNWLRTNWISKGNAQRIFVELKFTLRDCNSLPGVLGTCKETFNLYYYETDYDTGRNIRENLYVKIDTIAADESFTQGDLGERKMKLNTEVREIGPLSKKGFYLAFQDVGACIALVSVKVYYKKCWSIVENLAVFPDTVTGSEFSSLVEVRGTCVSSAEEEAENSPRMHCSAEGEWLVPIGKCICKAGYQQKGDTCEPCGRRFYKSSSQDLQCSRCPTHS.... Result: 1 (interaction). (7) The miRNA is mmu-miR-206-3p with sequence UGGAAUGUAAGGAAGUGUGUGG. The protein sequence of the target gene is MTTLAGAVPRMMRPGPGQNYPRSGFPLEVSTPLGQGRVNQLGGVFINGRPLPNHIRHKIVEMAHHGIRPCVISRQLRVSHGCVSKILCRYQETGSIRPGAIGGSKPKQVTTPDVEKKIEEYKRENPGMFSWEIRDKLLKDAVCDRNTVPSVSSISRILRSKFGKGEEEEADLERKEAEESEKKAKHSIDGILSERASAPQSDEGSDIDSEPDLPLKRKQRRSRTTFTAEQLEELERAFERTHYPDIYTREELAQRAKLTEARVQVWFSNRRARWRKQAGANQLMAFNHLIPGGFPPTAMP.... Result: 1 (interaction). (8) The miRNA is mmu-miR-1896 with sequence CUCUCUGAUGGUGGGUGAGGAG. The protein sequence of the target gene is MSAPRIWLAQALLFFLTTESIGQLLEPCGYIYPEFPVVQRGSNFTAICVLKEACLQHYYVNASYIVWKTNHAAVPREQVTVINRTTSSVTFTDVVLPSVQLTCNILSFGQIEQNVYGVTMLSGFPPDKPTNLTCIVNEGKNMLCQWDPGRETYLETNYTLKSEWATEKFPDCQSKHGTSCMVSYMPTYYVNIEVWVEAENALGKVSSESINFDPVDKVKPTPPYNLSVTNSEELSSILKLSWVSSGLGGLLDLKSDIQYRTKDASTWIQVPLEDTMSPRTSFTVQDLKPFTEYVFRIRSI.... Result: 1 (interaction). (9) The miRNA is mmu-miR-1931 with sequence AUGCAAGGGCUGGUGCGAUGGC. Result: 1 (interaction). The protein sequence of the target gene is MYHHEDDTNSDMNSDDDMSRSGRETPPPRPSHAFGSERDLERRGRSRDVEPRDRWPYTRNPRSRLPQRDLSLPVMSRPHFGLDRDDDRRSMDYESRSQDAESYQNVVELKEDKKPQNPIQDNLENYRKLLSLGVQLAEDDRHSHMTQGHSSRSKRTAYPSTSRGLKPMPEAKKPSHRRGICEDESSHGVIMEKFIKDVARNPKSGRARELNERPPPRFPRPNDNWKDSSSSRRESVIQERGYEGSAFRGGFRFNADLASRSRALERKRRYHFDSDERGSGHEHKSCVRKKPFECGAEMRQ.... (10) The miRNA is hsa-miR-6806-3p with sequence UGAAGCUCUGACAUUCCUGCAG. The protein sequence of the target gene is MATNFLAHEKIWFDKFKYDDAERRFYEQMNGPVTSGSRQENGASVILRDIARARENIQKSLAGSSGPGASSGPGGDHSELIVRITSLEVENQNLRGVVQDLQQAISKLEARLSSLEKSSPTPRATAPQTQHVSPMRQVEPPTKKGATPAEDDEDKDIDLFGSDEEEEDKEAARLREERLRQYAEKKAKKPTLVAKSSILLDVKPWDDETDMAQLETCVRSIQLDGLVWGASKLVPVGYGIRKLQIQCVVEDDKVGTDLLEEEITKFEEHVQSVDIAAFDKI. Result: 0 (no interaction).